This data is from Reaction yield outcomes from USPTO patents with 853,638 reactions. The task is: Predict the reaction yield, written as a fraction of the theoretical maximum amount of product (1.0 means a 100% yield; for example, 0.34 means a 34% yield). (1) The reactants are [NH2:1][C:2]1[N:3]=[CH:4][C:5]2[S:10][C:9](=[O:11])[N:8]([C@@H:12]3[O:24][C@H:23]([CH2:25][O:26][Si](C(C)(C)C)(C)C)[C@@H:18]([O:19][C:20](=[O:22])[CH3:21])[C@H:13]3[O:14][C:15](=[O:17])[CH3:16])[C:6]=2[N:7]=1.N1C=CC=CC=1. The catalyst is C1COCC1. The product is [NH2:1][C:2]1[N:3]=[CH:4][C:5]2[S:10][C:9](=[O:11])[N:8]([C@@H:12]3[O:24][C@H:23]([CH2:25][OH:26])[C@@H:18]([O:19][C:20](=[O:22])[CH3:21])[C@H:13]3[O:14][C:15](=[O:17])[CH3:16])[C:6]=2[N:7]=1. The yield is 1.00. (2) The reactants are Br[C:2]1[CH:3]=[C:4]([N:11]2[CH2:16][CH2:15][N:14]([CH3:17])[CH2:13][CH2:12]2)[CH:5]=[CH:6][C:7]=1[N+:8]([O-:10])=[O:9].C([O-])([O-])=O.[K+].[K+].CC1(C)C(C)(C)OB([C:32]2[CH2:33][CH2:34][O:35][CH2:36][CH:37]=2)O1. The catalyst is O1CCOCC1. The product is [O:35]1[CH2:34][CH:33]=[C:32]([C:2]2[CH:3]=[C:4]([N:11]3[CH2:16][CH2:15][N:14]([CH3:17])[CH2:13][CH2:12]3)[CH:5]=[CH:6][C:7]=2[N+:8]([O-:10])=[O:9])[CH2:37][CH2:36]1. The yield is 0.360.